This data is from Catalyst prediction with 721,799 reactions and 888 catalyst types from USPTO. The task is: Predict which catalyst facilitates the given reaction. (1) Reactant: [O:1]1[CH2:5][CH2:4][CH2:3][CH:2]1[CH2:6][C:7]([O:9]CC)=O.[NH2:12][NH2:13].O. Product: [O:1]1[CH2:5][CH2:4][CH2:3][CH:2]1[CH2:6][C:7]([NH:12][NH2:13])=[O:9]. The catalyst class is: 8. (2) Reactant: Cl[C:2]1[N:7]=[C:6]([N:8]([CH2:11][C:12]2[S:16][C:15]([Cl:17])=[N:14][CH:13]=2)[CH2:9][CH3:10])[C:5]([Cl:18])=[CH:4][CH:3]=1.[O:19]1CCC[CH2:20]1.C[O-].[Na+]. Product: [CH3:20][O:19][C:2]1[N:7]=[C:6]([N:8]([CH2:11][C:12]2[S:16][C:15]([Cl:17])=[N:14][CH:13]=2)[CH2:9][CH3:10])[C:5]([Cl:18])=[CH:4][CH:3]=1. The catalyst class is: 5. (3) The catalyst class is: 38. Reactant: [Cl:1][C:2]1[C:7]([C:8]([O:10]CC)=[O:9])=[CH:6][N:5]=[C:4]2[N:13]([CH2:16][CH3:17])[N:14]=[CH:15][C:3]=12.[OH-].[K+]. Product: [Cl:1][C:2]1[C:7]([C:8]([OH:10])=[O:9])=[CH:6][N:5]=[C:4]2[N:13]([CH2:16][CH3:17])[N:14]=[CH:15][C:3]=12. (4) Reactant: Cl.[C:2]([N:5]1[C@@H:11]([CH3:12])[C@H:10]([NH2:13])[C:9](=[O:14])[N:8]([CH2:15][C:16]2[C:25]3[C:20](=[CH:21][CH:22]=[CH:23][CH:24]=3)[CH:19]=[CH:18][C:17]=2[O:26][CH3:27])[C:7]2[CH:28]=[CH:29][C:30]([C:32]#[N:33])=[CH:31][C:6]1=2)(=[O:4])[CH3:3].[C:34]([N:41]([CH3:47])[C@H:42]([C:44](O)=[O:45])[CH3:43])([O:36][C:37]([CH3:40])([CH3:39])[CH3:38])=[O:35].C(N(CC)C(C)C)(C)C.CN(C(ON1N=NC2C=CC=CC1=2)=[N+](C)C)C.F[P-](F)(F)(F)(F)F. Product: [C:2]([N:5]1[C@@H:11]([CH3:12])[C@H:10]([NH:13][C:44](=[O:45])[C@@H:42]([N:41]([CH3:47])[C:34](=[O:35])[O:36][C:37]([CH3:38])([CH3:40])[CH3:39])[CH3:43])[C:9](=[O:14])[N:8]([CH2:15][C:16]2[C:25]3[C:20](=[CH:21][CH:22]=[CH:23][CH:24]=3)[CH:19]=[CH:18][C:17]=2[O:26][CH3:27])[C:7]2[CH:28]=[CH:29][C:30]([C:32]#[N:33])=[CH:31][C:6]1=2)(=[O:4])[CH3:3]. The catalyst class is: 18.